From a dataset of Full USPTO retrosynthesis dataset with 1.9M reactions from patents (1976-2016). Predict the reactants needed to synthesize the given product. (1) Given the product [NH:19]1[CH2:20][CH:17]([NH:16][C:14]([C:11]2[CH:12]=[N:13][C:8]([C:4]3[CH:5]=[CH:6][CH:7]=[C:2]([F:1])[CH:3]=3)=[N:9][CH:10]=2)=[O:15])[CH2:18]1, predict the reactants needed to synthesize it. The reactants are: [F:1][C:2]1[CH:3]=[C:4]([C:8]2[N:13]=[CH:12][C:11]([C:14]([NH:16][CH:17]3[CH2:20][N:19](C(OC(C)(C)C)=O)[CH2:18]3)=[O:15])=[CH:10][N:9]=2)[CH:5]=[CH:6][CH:7]=1.Cl. (2) Given the product [NH:6]1[C:7]2[C:12](=[CH:11][CH:10]=[CH:9][CH:8]=2)[C:4]([CH2:3][CH2:2][N:13]2[CH2:18][CH2:17][O:16][CH2:15][CH2:14]2)=[CH:5]1, predict the reactants needed to synthesize it. The reactants are: Br[CH2:2][CH2:3][C:4]1[C:12]2[C:7](=[CH:8][CH:9]=[CH:10][CH:11]=2)[NH:6][CH:5]=1.[NH:13]1[CH2:18][CH2:17][O:16][CH2:15][CH2:14]1. (3) Given the product [CH3:37][C:33]1([CH3:36])[CH2:34][CH2:35][C:30]([C:7]2[S:6][C:5]([C:3]([OH:4])=[O:2])=[C:9]([N:10]([C@H:20]3[CH2:25][CH2:24][C@H:23]([O:26][CH2:27][O:28][CH3:29])[CH2:22][CH2:21]3)[C:11]([C@H:13]3[CH2:14][CH2:15][C@H:16]([CH3:19])[CH2:17][CH2:18]3)=[O:12])[CH:8]=2)=[CH:31][CH2:32]1, predict the reactants needed to synthesize it. The reactants are: C[O:2][C:3]([C:5]1[S:6][C:7]([C:30]2[CH2:35][CH2:34][C:33]([CH3:37])([CH3:36])[CH2:32][CH:31]=2)=[CH:8][C:9]=1[N:10]([C@H:20]1[CH2:25][CH2:24][C@H:23]([O:26][CH2:27][O:28][CH3:29])[CH2:22][CH2:21]1)[C:11]([C@H:13]1[CH2:18][CH2:17][C@H:16]([CH3:19])[CH2:15][CH2:14]1)=[O:12])=[O:4].O.O[Li].O.Cl. (4) Given the product [CH2:23]([O:25][CH:26]=[C:16]([C:15](=[O:22])[C:3]1[CH:4]=[C:5]([CH2:8][N:9]2[CH2:14][CH2:13][O:12][CH2:11][CH2:10]2)[CH:6]=[CH:7][C:2]=1[F:1])[C:17]([O:19][CH2:20][CH3:21])=[O:18])[CH3:24], predict the reactants needed to synthesize it. The reactants are: [F:1][C:2]1[CH:7]=[CH:6][C:5]([CH2:8][N:9]2[CH2:14][CH2:13][O:12][CH2:11][CH2:10]2)=[CH:4][C:3]=1[C:15](=[O:22])[CH2:16][C:17]([O:19][CH2:20][CH3:21])=[O:18].[CH2:23]([O:25][CH:26](OCC)OCC)[CH3:24].C(OC(=O)C)(=O)C.